Dataset: Reaction yield outcomes from USPTO patents with 853,638 reactions. Task: Predict the reaction yield, written as a fraction of the theoretical maximum amount of product (1.0 means a 100% yield; for example, 0.34 means a 34% yield). (1) The reactants are F[C:2]1[CH:3]=[C:4]([CH2:8][NH2:9])[CH:5]=[N:6][CH:7]=1.N1C=CC=C(CN)C=1.[CH2:18]([N:22]1[CH2:26][CH2:25][N:24]([C:27]2[S:28][C:29]([C:33](O)=[O:34])=[C:30]([CH3:32])[N:31]=2)[C:23]1=[O:36])[CH:19]([CH3:21])[CH3:20]. No catalyst specified. The product is [CH2:18]([N:22]1[CH2:26][CH2:25][N:24]([C:27]2[S:28][C:29]([C:33]([NH:9][CH2:8][C:4]3[CH:5]=[N:6][CH:7]=[CH:2][CH:3]=3)=[O:34])=[C:30]([CH3:32])[N:31]=2)[C:23]1=[O:36])[CH:19]([CH3:21])[CH3:20]. The yield is 0.400. (2) The reactants are [F:1][C:2]1[CH:3]=[C:4]([CH:41]=[CH:42][CH:43]=1)[CH2:5][N:6]1[C:10]([CH3:11])=[C:9]([C:12]2[C:20]3[C:15](=[N:16][CH:17]=[C:18]([C:21]4[CH:22]=[C:23]([N:27]5[CH2:32][CH2:31][N:30](C(OC(C)(C)C)=O)[CH2:29][CH2:28]5)[CH:24]=[CH:25][CH:26]=4)[CH:19]=3)[NH:14][CH:13]=2)[C:8]([CH3:40])=[N:7]1.Cl. The catalyst is CO. The product is [F:1][C:2]1[CH:3]=[C:4]([CH:41]=[CH:42][CH:43]=1)[CH2:5][N:6]1[C:10]([CH3:11])=[C:9]([C:12]2[C:20]3[C:15](=[N:16][CH:17]=[C:18]([C:21]4[CH:26]=[CH:25][CH:24]=[C:23]([N:27]5[CH2:28][CH2:29][NH:30][CH2:31][CH2:32]5)[CH:22]=4)[CH:19]=3)[NH:14][CH:13]=2)[C:8]([CH3:40])=[N:7]1. The yield is 0.235. (3) The reactants are [CH:1]1([C:6]2[NH:10][C:9]3[C:11]([C:16]([OH:18])=O)=[CH:12][CH:13]=[C:14]([OH:15])[C:8]=3[N:7]=2)[CH2:5][CH2:4][CH2:3][CH2:2]1.[NH2:19][CH2:20][CH:21]1[CH2:26][CH2:25][CH2:24][CH2:23][N:22]1C(OC(C)(C)C)=O. No catalyst specified. The product is [CH:1]1([C:6]2[NH:10][C:9]3[C:11]([C:16]([NH:19][CH2:20][CH:21]4[CH2:26][CH2:25][CH2:24][CH2:23][NH:22]4)=[O:18])=[CH:12][CH:13]=[C:14]([OH:15])[C:8]=3[N:7]=2)[CH2:2][CH2:3][CH2:4][CH2:5]1. The yield is 0.390. (4) The reactants are [NH2:1][C@H:2]([CH2:5][C:6]1[CH:11]=[CH:10][CH:9]=[CH:8][CH:7]=1)[C:3]#[N:4].Cl.[H][H].N[C@H](CC1C=CC=CC=1)CO. The catalyst is CO.O.[Pd]. The product is [C:6]1([CH2:5][C@@H:2]([NH2:1])[CH2:3][NH2:4])[CH:11]=[CH:10][CH:9]=[CH:8][CH:7]=1. The yield is 0.0600. (5) The yield is 0.230. The catalyst is C1COCC1.O.C(Cl)Cl. The product is [F:13][C:14]1[CH:15]=[N:16][CH:17]=[CH:18][C:19]=1[CH2:20][CH2:21][OH:22]. The reactants are C([Li])CCC.C(NC(C)C)(C)C.[F:13][C:14]1[CH:15]=[N:16][CH:17]=[CH:18][CH:19]=1.[CH2:20]1[O:22][CH2:21]1. (6) The reactants are Cl.CN(C)CCCN=C=NCC.[Br:13][C:14]1[C:15]([NH:30][C:31]2[CH:36]=[CH:35][C:34]([F:37])=[CH:33][CH:32]=2)=[N:16][C:17]([NH:20][C:21]2[CH:26]=[CH:25][C:24]([C:27](O)=[O:28])=[CH:23][CH:22]=2)=[N:18][CH:19]=1.[NH2:38][CH2:39][CH2:40][CH2:41][N:42]1[CH2:46][CH2:45][CH2:44][C:43]1=[O:47].ON1C2C=CC=CC=2N=N1.[Cl-].[Na+]. The catalyst is CN(C=O)C.O. The product is [Br:13][C:14]1[C:15]([NH:30][C:31]2[CH:32]=[CH:33][C:34]([F:37])=[CH:35][CH:36]=2)=[N:16][C:17]([NH:20][C:21]2[CH:22]=[CH:23][C:24]([C:27](=[O:28])[NH:38][CH2:39][CH2:40][CH2:41][N:42]3[CH2:46][CH2:45][CH2:44][C:43]3=[O:47])=[CH:25][CH:26]=2)=[N:18][CH:19]=1. The yield is 0.750.